From a dataset of Full USPTO retrosynthesis dataset with 1.9M reactions from patents (1976-2016). Predict the reactants needed to synthesize the given product. (1) Given the product [CH2:21]([O:23][C:24]([N:26]1[CH2:27][CH2:28][CH:29]([NH:32][C:2]2[N:7]=[C:6]([C:13]3[S:9][C:10]4[CH:20]=[CH:19][CH:18]=[CH:17][C:11]=4[CH:12]=3)[CH:5]=[CH:4][N:3]=2)[CH2:30][CH2:31]1)=[O:25])[CH3:22], predict the reactants needed to synthesize it. The reactants are: Cl[C:2]1[N:7]=[C:6](Cl)[CH:5]=[CH:4][N:3]=1.[S:9]1[C:13](B(O)O)=[CH:12][C:11]2[CH:17]=[CH:18][CH:19]=[CH:20][C:10]1=2.[CH2:21]([O:23][C:24]([N:26]1[CH2:31][CH2:30][CH:29]([NH2:32])[CH2:28][CH2:27]1)=[O:25])[CH3:22]. (2) Given the product [CH:38]1([N:18]2[C:19](=[O:37])[C:20]3[CH:25]=[N:24][C:23]4[N:26]([CH2:29][O:30][CH2:31][CH2:32][Si:33]([CH3:36])([CH3:35])[CH3:34])[CH:27]=[CH:28][C:22]=4[C:21]=3[N:16]([C@H:13]3[CH2:12][CH2:11][C@H:10]([CH2:9][OH:8])[CH2:15][CH2:14]3)[CH2:17]2)[CH2:39][CH2:40]1, predict the reactants needed to synthesize it. The reactants are: [Si]([O:8][CH2:9][C@H:10]1[CH2:15][CH2:14][C@H:13]([N:16]2[C:21]3[C:22]4[CH:28]=[CH:27][N:26]([CH2:29][O:30][CH2:31][CH2:32][Si:33]([CH3:36])([CH3:35])[CH3:34])[C:23]=4[N:24]=[CH:25][C:20]=3[C:19](=[O:37])[N:18]([CH:38]3[CH2:40][CH2:39]3)[CH2:17]2)[CH2:12][CH2:11]1)(C(C)(C)C)(C)C.Cl.C(=O)([O-])O.[Na+]. (3) Given the product [CH2:44]([O:46][C:47]([C:49]1[C:57]2[C:52](=[CH:53][CH:54]=[C:55]([CH:1]3[CH2:3][CH2:2]3)[CH:56]=2)[N:51]([CH3:59])[CH:50]=1)=[O:48])[CH3:45], predict the reactants needed to synthesize it. The reactants are: [CH:1]1(B(O)O)[CH2:3][CH2:2]1.C1(P(C2CCCCC2)C2C=CC=CC=2C2C(OC)=CC=CC=2OC)CCCCC1.P([O-])([O-])([O-])=O.[K+].[K+].[K+].[CH2:44]([O:46][C:47]([C:49]1[C:57]2[C:52](=[CH:53][CH:54]=[C:55](Br)[CH:56]=2)[N:51]([CH3:59])[CH:50]=1)=[O:48])[CH3:45]. (4) Given the product [CH3:1][O:2][C:3](=[O:17])[C:4]1[CH:5]=[C:6]([O:15][CH3:16])[C:7]([O:10][CH2:11][CH2:12][CH2:13][Cl:14])=[CH:8][C:9]=1[N+:25]([O-:27])=[O:26], predict the reactants needed to synthesize it. The reactants are: [CH3:1][O:2][C:3](=[O:17])[C:4]1[CH:9]=[CH:8][C:7]([O:10][CH2:11][CH2:12][CH2:13][Cl:14])=[C:6]([O:15][CH3:16])[CH:5]=1.C(OC(=O)C)(=O)C.[N+:25]([O-])([OH:27])=[O:26].